This data is from Full USPTO retrosynthesis dataset with 1.9M reactions from patents (1976-2016). The task is: Predict the reactants needed to synthesize the given product. (1) Given the product [C:1]([O:5][C:6]([N:8]1[CH2:15][CH2:14][C@:13]2([CH3:18])[C@H:16]([CH3:17])[C@H:9]1[CH2:10][C:11]1[CH:22]=[CH:21][C:20]([C:23]3[O:24][C:27]([CH3:37])=[N:26][N:25]=3)=[CH:19][C:12]=12)=[O:7])([CH3:2])([CH3:3])[CH3:4], predict the reactants needed to synthesize it. The reactants are: [C:1]([O:5][C:6]([N:8]1[CH2:15][CH2:14][C@:13]2([CH3:18])[C@H:16]([CH3:17])[C@H:9]1[CH2:10][C:11]1[CH:22]=[CH:21][C:20]([C:23]([NH:25][NH2:26])=[O:24])=[CH:19][C:12]=12)=[O:7])([CH3:4])([CH3:3])[CH3:2].[C:27]([CH3:37])(OCC)(OCC)OCC. (2) Given the product [CH3:1][O:2][C:3](=[O:32])[C:4]1[CH:9]=[C:8]([O:10][CH:11]([CH3:12])[CH3:13])[CH:7]=[C:6]([CH2:14][C:15]2[CH:20]=[CH:19][C:18]([P:21]([O:23][CH:24]([CH3:26])[CH3:25])([O:27][CH:28]([CH3:29])[CH3:30])=[O:22])=[CH:17][CH:16]=2)[CH:5]=1, predict the reactants needed to synthesize it. The reactants are: [CH3:1][O:2][C:3](=[O:32])[C:4]1[CH:9]=[C:8]([O:10][CH:11]([CH3:13])[CH3:12])[CH:7]=[C:6]([C:14](=O)[C:15]2[CH:20]=[CH:19][C:18]([P:21]([O:27][CH:28]([CH3:30])[CH3:29])([O:23][CH:24]([CH3:26])[CH3:25])=[O:22])=[CH:17][CH:16]=2)[CH:5]=1.[BH4-].[Na+]. (3) The reactants are: CN(C(ON1N=NC2C=CC=CC1=2)=[N+](C)C)C.[B-](F)(F)(F)F.[NH:23]1[CH:27]=[CH:26][C:25]([C:28]([OH:30])=O)=[N:24]1.[Cl:31][C:32]1[CH:38]=[C:37]([Cl:39])[CH:36]=[CH:35][C:33]=1[NH2:34].CCN(C(C)C)C(C)C. Given the product [Cl:31][C:32]1[CH:38]=[C:37]([Cl:39])[CH:36]=[CH:35][C:33]=1[NH:34][C:28]([C:25]1[CH:26]=[CH:27][NH:23][N:24]=1)=[O:30], predict the reactants needed to synthesize it. (4) Given the product [CH2:36]([O:1][C:2]1[CH:7]=[CH:6][C:5]([N+:8]([O-:10])=[O:9])=[CH:4][C:3]=1[C:11]([N:13]1[CH2:18][CH2:17][N:16]([C:19]2[CH:24]=[CH:23][C:22]([C:25]([F:28])([F:27])[F:26])=[CH:21][CH:20]=2)[CH2:15][CH2:14]1)=[O:12])[CH2:37][CH2:38][CH3:39], predict the reactants needed to synthesize it. The reactants are: [OH:1][C:2]1[CH:7]=[CH:6][C:5]([N+:8]([O-:10])=[O:9])=[CH:4][C:3]=1[C:11]([N:13]1[CH2:18][CH2:17][N:16]([C:19]2[CH:24]=[CH:23][C:22]([C:25]([F:28])([F:27])[F:26])=[CH:21][CH:20]=2)[CH2:15][CH2:14]1)=[O:12].C(=O)([O-])[O-].[K+].[K+].Br[CH2:36][CH2:37][CH2:38][CH3:39]. (5) Given the product [Cl:16][C:17]1[C:22]([CH:26]=[O:27])=[N:21][CH:20]=[CH:19][N:18]=1, predict the reactants needed to synthesize it. The reactants are: CC1(C)CCCC(C)(C)N1.C([Li])CCC.[Cl:16][C:17]1[CH:22]=[N:21][CH:20]=[CH:19][N:18]=1.CN([CH:26]=[O:27])C. (6) Given the product [NH2:40][CH:1]([C:4]1[CH:5]=[CH:6][C:7]([C:10]2[N:15]=[C:14]([NH:16][C:17]3[CH:18]=[C:19]4[C:23](=[CH:24][CH:25]=3)[N:22]([C:26]([O:28][C:29]([CH3:32])([CH3:31])[CH3:30])=[O:27])[N:21]=[CH:20]4)[CH:13]=[CH:12][N:11]=2)=[CH:8][CH:9]=1)[CH3:2], predict the reactants needed to synthesize it. The reactants are: [C:1]([C:4]1[CH:9]=[CH:8][C:7]([C:10]2[N:15]=[C:14]([NH:16][C:17]3[CH:18]=[C:19]4[C:23](=[CH:24][CH:25]=3)[N:22]([C:26]([O:28][C:29]([CH3:32])([CH3:31])[CH3:30])=[O:27])[N:21]=[CH:20]4)[CH:13]=[CH:12][N:11]=2)=[CH:6][CH:5]=1)(=O)[CH3:2].C([O-])(C)=O.[NH4+].[BH3-]C#[N:40].[Na+]. (7) The reactants are: [OH:1][C:2]1[CH:3]=[C:4]([CH:7]=[CH:8][CH:9]=1)[CH:5]=[O:6].CCN(CC)CC.[CH3:17][C:18]([Si:21](Cl)([CH3:23])[CH3:22])([CH3:20])[CH3:19]. Given the product [Si:21]([O:1][C:2]1[CH:3]=[C:4]([CH:7]=[CH:8][CH:9]=1)[CH:5]=[O:6])([C:18]([CH3:20])([CH3:19])[CH3:17])([CH3:23])[CH3:22], predict the reactants needed to synthesize it. (8) Given the product [F:15][C:16]1[CH:21]=[C:20]([C:2]2[CH:7]=[CH:6][N:5]=[C:4]([NH:8][C:9]3[N:10]([CH3:14])[N:11]=[CH:12][CH:13]=3)[CH:3]=2)[CH:19]=[C:18]([F:31])[N:17]=1, predict the reactants needed to synthesize it. The reactants are: Br[C:2]1[CH:7]=[CH:6][N:5]=[C:4]([NH:8][C:9]2[N:10]([CH3:14])[N:11]=[CH:12][CH:13]=2)[CH:3]=1.[F:15][C:16]1[CH:21]=[C:20](B2OC(C)(C)C(C)(C)O2)[CH:19]=[C:18]([F:31])[N:17]=1.C(=O)([O-])[O-].[Cs+].[Cs+]. (9) Given the product [CH:1]([C:4]1[N:8]=[C:7]([N:9]2[CH2:14][CH2:13][CH:12]([CH2:15][CH2:16][CH2:17][O:18][C:20]3[CH:27]=[CH:26][C:23]([C:24]#[N:25])=[CH:22][N:21]=3)[CH2:11][CH2:10]2)[O:6][N:5]=1)([CH3:3])[CH3:2], predict the reactants needed to synthesize it. The reactants are: [CH:1]([C:4]1[N:8]=[C:7]([N:9]2[CH2:14][CH2:13][CH:12]([CH2:15][CH2:16][CH2:17][OH:18])[CH2:11][CH2:10]2)[O:6][N:5]=1)([CH3:3])[CH3:2].Cl[C:20]1[CH:27]=[CH:26][C:23]([C:24]#[N:25])=[CH:22][N:21]=1. (10) Given the product [F:31][C:6]([F:5])([F:32])[S:7]([C:10]1[CH:11]=[C:12]([NH:16][C:17]([C:19]2[C:28]([OH:29])=[CH:27][C:26]3[C:21](=[CH:22][CH:23]=[CH:24][CH:25]=3)[CH:20]=2)=[O:18])[CH:13]=[CH:14][CH:15]=1)(=[O:8])=[O:9], predict the reactants needed to synthesize it. The reactants are: B(Br)(Br)Br.[F:5][C:6]([F:32])([F:31])[S:7]([C:10]1[CH:11]=[C:12]([NH:16][C:17]([C:19]2[C:28]([O:29]C)=[CH:27][C:26]3[C:21](=[CH:22][CH:23]=[CH:24][CH:25]=3)[CH:20]=2)=[O:18])[CH:13]=[CH:14][CH:15]=1)(=[O:9])=[O:8].